From a dataset of Forward reaction prediction with 1.9M reactions from USPTO patents (1976-2016). Predict the product of the given reaction. (1) Given the reactants [CH:1]1[C:9]2[C:8]3[CH:10]=[CH:11][CH:12]=[CH:13][C:7]=3[S:6][C:5]=2[C:4]([C:14]2[CH:15]=[C:16](O)[CH:17]=[CH:18][CH:19]=2)=[CH:3][CH:2]=1.C(N(CC)CC)C.[C:28](Cl)(=[O:32])[C:29]([CH3:31])=[CH2:30].[OH2:34], predict the reaction product. The product is: [C:28]([O:32][C:19]1[CH:18]=[CH:17][CH:16]=[CH:15][C:14]=1[C:4]1[C:5]2[S:6][C:7]3[CH:13]=[CH:12][CH:11]=[CH:10][C:8]=3[C:9]=2[CH:1]=[CH:2][CH:3]=1)(=[O:34])[C:29]([CH3:31])=[CH2:30]. (2) Given the reactants [Cl:1][C:2]1[CH:7]=[CH:6][C:5]([C:8]2[C:9]([O:17][CH2:18][CH:19]3[CH2:21][CH2:20]3)=[N:10][CH:11]=[C:12]([CH:16]=2)[C:13]([OH:15])=O)=[CH:4][CH:3]=1.[CH3:22][CH:23]([C:25]1[O:29][N:28]=[C:27]([CH2:30][NH2:31])[CH:26]=1)[CH3:24], predict the reaction product. The product is: [Cl:1][C:2]1[CH:3]=[CH:4][C:5]([C:8]2[C:9]([O:17][CH2:18][CH:19]3[CH2:21][CH2:20]3)=[N:10][CH:11]=[C:12]([CH:16]=2)[C:13]([NH:31][CH2:30][C:27]2[CH:26]=[C:25]([CH:23]([CH3:24])[CH3:22])[O:29][N:28]=2)=[O:15])=[CH:6][CH:7]=1. (3) Given the reactants [Cl:1][C:2]1[CH:3]=[C:4]([C:12]2[O:16][N:15]=[C:14]([C:17]3[CH:18]=[C:19]4[C:23](=[CH:24][CH:25]=3)[N:22]([CH2:26][CH2:27][C:28]([O:30]CC)=[O:29])[N:21]=[CH:20]4)[N:13]=2)[CH:5]=[N:6][C:7]=1[O:8][CH:9]([CH3:11])[CH3:10].[OH-].[Na+], predict the reaction product. The product is: [Cl:1][C:2]1[CH:3]=[C:4]([C:12]2[O:16][N:15]=[C:14]([C:17]3[CH:18]=[C:19]4[C:23](=[CH:24][CH:25]=3)[N:22]([CH2:26][CH2:27][C:28]([OH:30])=[O:29])[N:21]=[CH:20]4)[N:13]=2)[CH:5]=[N:6][C:7]=1[O:8][CH:9]([CH3:10])[CH3:11]. (4) The product is: [NH2:6][CH2:7][CH2:8][C:9]1[CH:19]=[CH:18][C:12]([C:13]([O:15][CH2:16][CH3:17])=[O:14])=[CH:11][C:10]=1[N+:1]([O-:4])=[O:2]. Given the reactants [N+:1]([O-:4])([O-])=[O:2].[K+].[NH2:6][CH2:7][CH2:8][C:9]1[CH:19]=[CH:18][C:12]([C:13]([O:15][CH2:16][CH3:17])=[O:14])=[CH:11][CH:10]=1, predict the reaction product.